Dataset: Forward reaction prediction with 1.9M reactions from USPTO patents (1976-2016). Task: Predict the product of the given reaction. (1) Given the reactants [O:1]1[CH2:5][CH2:4][CH2:3][CH2:2]1.[CH2:6]([C:8]1[CH:14]=[CH:13][C:11]([OH:12])=[CH:10][C:9]=1[OH:15])[CH3:7].[H-].[Na+].[P:18](Cl)([O:28][CH2:29][C:30]1[CH:35]=[CH:34][CH:33]=[CH:32][CH:31]=1)([O:20][CH2:21][C:22]1[CH:27]=[CH:26][CH:25]=[CH:24][CH:23]=1)=[O:19], predict the reaction product. The product is: [CH2:5]([O:1][P:18]([O:12][C:11]1[CH:13]=[CH:14][C:8]([CH2:6][CH3:7])=[C:9]([O:15][P:18]([O:28][CH2:29][C:30]2[CH:35]=[CH:34][CH:33]=[CH:32][CH:31]=2)([O:20][CH2:21][C:22]2[CH:27]=[CH:26][CH:25]=[CH:24][CH:23]=2)=[O:19])[CH:10]=1)([O:20][CH2:21][C:22]1[CH:27]=[CH:26][CH:25]=[CH:24][CH:23]=1)=[O:19])[C:4]1[CH:29]=[CH:30][CH:31]=[CH:2][CH:3]=1. (2) Given the reactants [CH3:1][O:2][C:3]1[CH:8]=[CH:7][C:6]([S:9]([C:12]2[C:17]([CH2:18][C:19]3[C:27]4[C:26](=[O:28])[CH2:25][C:24]([CH3:30])([CH3:29])[CH2:23][C:22]=4[NH:21][C:20]=3[CH3:31])=[CH:16][CH:15]=[CH:14][N:13]=2)(=[O:11])=[O:10])=[CH:5][CH:4]=1.Br[CH2:33][C:34]([O:36][CH2:37][CH3:38])=[O:35].C(=O)([O-])[O-].[K+].[K+].[I-].[K+], predict the reaction product. The product is: [CH3:1][O:2][C:3]1[CH:4]=[CH:5][C:6]([S:9]([C:12]2[C:17]([CH2:18][C:19]3[C:27]4[C:26](=[O:28])[CH2:25][C:24]([CH3:29])([CH3:30])[CH2:23][C:22]=4[N:21]([CH2:33][C:34]([O:36][CH2:37][CH3:38])=[O:35])[C:20]=3[CH3:31])=[CH:16][CH:15]=[CH:14][N:13]=2)(=[O:10])=[O:11])=[CH:7][CH:8]=1. (3) Given the reactants C(N(CC)CC)C.[Si:8]([O:25][C@H:26]1[C@H:40]([CH2:41][CH2:42][C@@H:43]([OH:46])[CH2:44][OH:45])[C@H:29]2[CH2:30][C:31]3[C:36]([CH2:37][C@H:28]2[CH2:27]1)=[C:35]([O:38][CH3:39])[CH:34]=[CH:33][CH:32]=3)([C:21]([CH3:24])([CH3:23])[CH3:22])([C:15]1[CH:20]=[CH:19][CH:18]=[CH:17][CH:16]=1)[C:9]1[CH:14]=[CH:13][CH:12]=[CH:11][CH:10]=1.[CH:47]([C:50]1[CH:55]=[C:54]([CH:56]([CH3:58])[CH3:57])[CH:53]=[C:52]([CH:59]([CH3:61])[CH3:60])[C:51]=1[S:62](Cl)(=[O:64])=[O:63])([CH3:49])[CH3:48].C(OCC)(=O)C.CCCCCCC, predict the reaction product. The product is: [CH:47]([C:50]1[CH:55]=[C:54]([CH:56]([CH3:57])[CH3:58])[CH:53]=[C:52]([CH:59]([CH3:61])[CH3:60])[C:51]=1[S:62]([O:45][CH2:44][C@H:43]([OH:46])[CH2:42][CH2:41][C@@H:40]1[C@H:29]2[CH2:30][C:31]3[C:36]([CH2:37][C@H:28]2[CH2:27][C@H:26]1[O:25][Si:8]([C:21]([CH3:22])([CH3:24])[CH3:23])([C:15]1[CH:16]=[CH:17][CH:18]=[CH:19][CH:20]=1)[C:9]1[CH:10]=[CH:11][CH:12]=[CH:13][CH:14]=1)=[C:35]([O:38][CH3:39])[CH:34]=[CH:33][CH:32]=3)(=[O:64])=[O:63])([CH3:48])[CH3:49].